From a dataset of NCI-60 drug combinations with 297,098 pairs across 59 cell lines. Regression. Given two drug SMILES strings and cell line genomic features, predict the synergy score measuring deviation from expected non-interaction effect. Drug 1: C1CCC(C(C1)N)N.C(=O)(C(=O)[O-])[O-].[Pt+4]. Drug 2: CC12CCC3C(C1CCC2OP(=O)(O)O)CCC4=C3C=CC(=C4)OC(=O)N(CCCl)CCCl.[Na+]. Cell line: M14. Synergy scores: CSS=18.8, Synergy_ZIP=-1.54, Synergy_Bliss=1.37, Synergy_Loewe=-22.9, Synergy_HSA=-0.303.